Dataset: Forward reaction prediction with 1.9M reactions from USPTO patents (1976-2016). Task: Predict the product of the given reaction. (1) Given the reactants [F:1][C:2]1[CH:7]=[CH:6][C:5]([S:8]([NH:11][C:12]2[CH:17]=[CH:16][C:15]([F:18])=[CH:14][CH:13]=2)(=[O:10])=[O:9])=[CH:4][CH:3]=1.C([O-])([O-])=O.[K+].[K+].Br[CH2:26][CH:27]([CH3:29])[CH3:28].O, predict the reaction product. The product is: [F:1][C:2]1[CH:7]=[CH:6][C:5]([S:8]([N:11]([C:12]2[CH:17]=[CH:16][C:15]([F:18])=[CH:14][CH:13]=2)[CH2:26][CH:27]([CH3:29])[CH3:28])(=[O:10])=[O:9])=[CH:4][CH:3]=1. (2) Given the reactants O.ON1C2C=CC=CC=2N=N1.Cl.CN(C)CCCN=C=NCC.C(=O)([O-])O.[Na+].[CH:29]1([C:32]([C:34]2[CH:61]=[CH:60][C:37]([O:38][CH:39]([C:41]3[N:45]=[C:44]([C:46]4[CH:58]=[CH:57][C:49]([C:50]([O:52]C(C)(C)C)=[O:51])=[C:48]([F:59])[CH:47]=4)[O:43][N:42]=3)[CH3:40])=[CH:36][CH:35]=2)=[O:33])[CH2:31][CH2:30]1.FC(F)(F)C(O)=O, predict the reaction product. The product is: [CH:29]1([C:32]([C:34]2[CH:61]=[CH:60][C:37]([O:38][CH:39]([C:41]3[N:45]=[C:44]([C:46]4[CH:58]=[CH:57][C:49]([C:50]([OH:52])=[O:51])=[C:48]([F:59])[CH:47]=4)[O:43][N:42]=3)[CH3:40])=[CH:36][CH:35]=2)=[O:33])[CH2:31][CH2:30]1. (3) Given the reactants [C:1]1([OH:11])[C:10]2[CH2:9][CH2:8][CH2:7][CH2:6][C:5]=2[CH:4]=[CH:3][CH:2]=1.[H-].[Na+].[Cl:14][C:15]1[CH:20]=[C:19]([N+]([O-])=O)[CH:18]=[CH:17][N:16]=1, predict the reaction product. The product is: [Cl:14][C:15]1[CH:20]=[C:19]([O:11][C:1]2[C:10]3[CH2:9][CH2:8][CH2:7][CH2:6][C:5]=3[CH:4]=[CH:3][CH:2]=2)[CH:18]=[CH:17][N:16]=1. (4) Given the reactants I([O-])(=O)(=O)=O.[Na+].O.[Cl:8][C:9]1[CH:10]=[C:11]2[C:15](=[CH:16][CH:17]=1)CC=[C:12]2[C:18]1[CH:23]=[CH:22][CH:21]=[C:20]([O:24][CH3:25])[C:19]=1[O:26][CH3:27].F[C:29](F)(F)[C:30]([OH:32])=[O:31], predict the reaction product. The product is: [Cl:8][C:9]1[CH:17]=[CH:16][C:15]([CH2:29][C:30]([OH:32])=[O:31])=[C:11]([CH2:12][C:18]2[CH:23]=[CH:22][CH:21]=[C:20]([O:24][CH3:25])[C:19]=2[O:26][CH3:27])[CH:10]=1.